From a dataset of Full USPTO retrosynthesis dataset with 1.9M reactions from patents (1976-2016). Predict the reactants needed to synthesize the given product. (1) Given the product [CH3:22][CH:21]([N:20]1[C:16]([C:10]2[N:11]=[C:12]3[N:8]([CH:9]=2)[CH2:7][CH2:6][O:5][C:4]2[C:13]3=[CH:14][N:15]=[C:2]([N:24]3[CH2:28][CH2:27][CH2:26][CH:25]3[CH2:29][OH:30])[CH:3]=2)=[N:17][CH:18]=[N:19]1)[CH3:23], predict the reactants needed to synthesize it. The reactants are: Cl[C:2]1[CH:3]=[C:4]2[C:13](=[CH:14][N:15]=1)[C:12]1[N:8]([CH:9]=[C:10]([C:16]3[N:20]([CH:21]([CH3:23])[CH3:22])[N:19]=[CH:18][N:17]=3)[N:11]=1)[CH2:7][CH2:6][O:5]2.[NH:24]1[CH2:28][CH2:27][CH2:26][CH:25]1[CH2:29][OH:30]. (2) Given the product [CH3:30][O:31][C:32]1[CH:33]=[C:34](/[C:35](=[CH:28]/[C:26]2[O:27][C:23]([N:20]3[CH2:19][CH2:18][N:17]([CH3:16])[CH2:22][CH2:21]3)=[CH:24][CH:25]=2)/[C:36]#[N:37])[CH:38]=[CH:39][C:40]=1[O:41][CH3:42], predict the reactants needed to synthesize it. The reactants are: CN1CCNCC1.BrC1OC(C=O)=CC=1.[CH3:16][N:17]1[CH2:22][CH2:21][N:20]([C:23]2[O:27][C:26]([CH:28]=O)=[CH:25][CH:24]=2)[CH2:19][CH2:18]1.[CH3:30][O:31][C:32]1[CH:33]=[C:34]([CH:38]=[CH:39][C:40]=1[O:41][CH3:42])[CH2:35][C:36]#[N:37]. (3) Given the product [CH3:21][C:22]1[CH:28]=[CH:27][C:25]([NH2:26])=[CH:24][C:23]=1[C:2]1[N:7]=[N:6][C:5]([O:8][CH:9]2[CH2:14][CH2:13][O:12][CH2:11][CH2:10]2)=[C:4]([N:15]2[CH2:20][CH2:19][O:18][CH2:17][CH2:16]2)[CH:3]=1, predict the reactants needed to synthesize it. The reactants are: Cl[C:2]1[N:7]=[N:6][C:5]([O:8][CH:9]2[CH2:14][CH2:13][O:12][CH2:11][CH2:10]2)=[C:4]([N:15]2[CH2:20][CH2:19][O:18][CH2:17][CH2:16]2)[CH:3]=1.[CH3:21][C:22]1[CH:28]=[CH:27][C:25]([NH2:26])=[CH:24][C:23]=1B1OC(C)(C)C(C)(C)O1.C([O-])([O-])=O.[Na+].[Na+].C(Cl)Cl. (4) The reactants are: [H-].[Na+].OC1C=C([NH:10][CH2:11][C:12]2[CH:13]=[N:14][CH:15]=[CH:16][CH:17]=2)C=CC=1.Br[CH:19]1[CH2:22][CH2:21][CH2:20]1.CN([CH:26]=[O:27])C. Given the product [CH:19]1([O:27][C:26]2[CH:11]=[C:12]([C:17]3[CH:16]=[CH:15][N:14]=[CH:13][C:12]=3[CH2:11][NH2:10])[CH:17]=[CH:16][CH:15]=2)[CH2:22][CH2:21][CH2:20]1, predict the reactants needed to synthesize it. (5) Given the product [Cl:27][C:23]1[CH:22]=[C:21]([N:12]2[CH2:11][CH2:10][CH:9]([NH:8][C:6](=[O:7])[O:5][C:2]([CH3:1])([CH3:3])[CH3:4])[CH2:13]2)[CH:26]=[CH:25][CH:24]=1, predict the reactants needed to synthesize it. The reactants are: [CH3:1][C:2]([O:5][C:6]([NH:8][CH:9]1[CH2:13][NH:12][CH2:11][CH2:10]1)=[O:7])([CH3:4])[CH3:3].C(=O)([O-])[O-].[Cs+].[Cs+].Br[C:21]1[CH:22]=[C:23]([Cl:27])[CH:24]=[CH:25][CH:26]=1.C1(P(C2C=CC=CC=2)C2(P(C3C=CC=CC=3)C3C=CC=CC=3)CC=C3C(C=CC=C3)=C2C2C3C(=CC=CC=3)C=CC=2)C=CC=CC=1. (6) The reactants are: [NH:1]1[C:9]2[C:4](=[CH:5][CH:6]=[CH:7][CH:8]=2)[C:3]([N:10]2[CH2:15][CH2:14][N:13]([C:16]([O:18][C:19]([CH3:22])([CH3:21])[CH3:20])=[O:17])[CH2:12][CH2:11]2)=[N:2]1.F[C:24]1[CH:29]=[CH:28][C:27]([N+:30]([O-:32])=[O:31])=[CH:26][CH:25]=1.C([O-])([O-])=O.[Cs+].[Cs+].O. Given the product [N+:30]([C:27]1[CH:28]=[CH:29][C:24]([N:1]2[C:9]3[C:4](=[CH:5][CH:6]=[CH:7][CH:8]=3)[C:3]([N:10]3[CH2:11][CH2:12][N:13]([C:16]([O:18][C:19]([CH3:22])([CH3:21])[CH3:20])=[O:17])[CH2:14][CH2:15]3)=[N:2]2)=[CH:25][CH:26]=1)([O-:32])=[O:31], predict the reactants needed to synthesize it. (7) Given the product [C:26]([C:28]1[CH:33]=[C:32]([C:2]2[N:6]([S:7]([C:10]3[CH:11]=[N:12][CH:13]=[CH:14][CH:15]=3)(=[O:9])=[O:8])[CH:5]=[C:4]([CH2:16][N:17]([CH3:25])[C:18](=[O:24])[O:19][C:20]([CH3:23])([CH3:22])[CH3:21])[CH:3]=2)[CH:31]=[CH:30][CH:29]=1)#[N:27], predict the reactants needed to synthesize it. The reactants are: Br[C:2]1[N:6]([S:7]([C:10]2[CH:11]=[N:12][CH:13]=[CH:14][CH:15]=2)(=[O:9])=[O:8])[CH:5]=[C:4]([CH2:16][N:17]([CH3:25])[C:18](=[O:24])[O:19][C:20]([CH3:23])([CH3:22])[CH3:21])[CH:3]=1.[C:26]([C:28]1[CH:29]=[C:30](B(O)O)[CH:31]=[CH:32][CH:33]=1)#[N:27].C(=O)([O-])[O-].[Na+].[Na+]. (8) Given the product [I:1][CH2:2][C:3]1[N:4]=[C:5]([C:14]2[O:24][C:17]([CH3:20])=[CH:16][CH:15]=2)[O:6][C:7]=1[CH3:8], predict the reactants needed to synthesize it. The reactants are: [I:1][CH2:2][C:3]1[N:4]=[C:5]([C:14]2C=C[C:17]([CH3:20])=[CH:16][CH:15]=2)[O:6][C:7]=1[C:8]1C=CC=CC=1.C/C(/C(C)=O)=N\[OH:24].CC1OC(C=O)=CC=1.